Dataset: Retrosynthesis with 50K atom-mapped reactions and 10 reaction types from USPTO. Task: Predict the reactants needed to synthesize the given product. (1) Given the product O=C(O)CC(c1ccccc1)c1ccc2[nH]ccc2c1, predict the reactants needed to synthesize it. The reactants are: CCOC(=O)CC(c1ccccc1)c1ccc2[nH]ccc2c1. (2) Given the product COc1cc2nccc(Oc3cc4cccnc4nc3-c3ccccc3)c2cc1OC, predict the reactants needed to synthesize it. The reactants are: COc1cc2nccc(Cl)c2cc1OC.Oc1cc2cccnc2nc1-c1ccccc1. (3) Given the product CCOC(=O)c1sc(/C=C/C(=O)O)cc1C, predict the reactants needed to synthesize it. The reactants are: CCOC(=O)c1sc(/C=C/C(=O)OC(C)(C)C)cc1C. (4) The reactants are: CC(=O)Nc1nc(CCc2ccc(NC(=O)OC(C)(C)C)cc2)c(C(=O)O)s1.Nc1ccccc1. Given the product CC(=O)Nc1nc(CCc2ccc(NC(=O)OC(C)(C)C)cc2)c(C(=O)Nc2ccccc2)s1, predict the reactants needed to synthesize it.